From a dataset of Full USPTO retrosynthesis dataset with 1.9M reactions from patents (1976-2016). Predict the reactants needed to synthesize the given product. (1) Given the product [CH3:21][CH:22]1[CH2:27][CH2:26][N:25]([C:2]2[N:7]3[CH:8]=[CH:9][N:10]=[C:6]3[N:5]=[C:4]([Cl:11])[C:3]=2[C:12]2[C:17]([F:18])=[CH:16][C:15]([F:19])=[CH:14][C:13]=2[F:20])[CH2:24][CH2:23]1, predict the reactants needed to synthesize it. The reactants are: Cl[C:2]1[N:7]2[CH:8]=[CH:9][N:10]=[C:6]2[N:5]=[C:4]([Cl:11])[C:3]=1[C:12]1[C:17]([F:18])=[CH:16][C:15]([F:19])=[CH:14][C:13]=1[F:20].[CH3:21][CH:22]1[CH2:27][CH2:26][NH:25][CH2:24][CH2:23]1.[Cl-].[NH4+]. (2) The reactants are: [Cl:1][C:2]1[CH:7]=[C:6]([N+:8]([O-])=O)[CH:5]=[CH:4][C:3]=1[O:11][C:12]1[CH:17]=[CH:16][CH:15]=[C:14]([C:18]([F:21])([F:20])[CH3:19])[CH:13]=1.[Cl-].[Ca+2].[Cl-].O. Given the product [Cl:1][C:2]1[CH:7]=[C:6]([CH:5]=[CH:4][C:3]=1[O:11][C:12]1[CH:17]=[CH:16][CH:15]=[C:14]([C:18]([F:20])([F:21])[CH3:19])[CH:13]=1)[NH2:8], predict the reactants needed to synthesize it. (3) Given the product [ClH:1].[Cl:1][C:2]1[N:7]=[C:6]([C:8]2[CH:9]=[N:10][N:11]([C:13]3([CH2:24][C:25]#[N:26])[CH2:16][NH:15][CH2:14]3)[CH:12]=2)[N:5]2[CH:27]=[CH:28][N:29]=[C:4]2[CH:3]=1, predict the reactants needed to synthesize it. The reactants are: [Cl:1][C:2]1[N:7]=[C:6]([C:8]2[CH:9]=[N:10][N:11]([C:13]3([CH2:24][C:25]#[N:26])[CH2:16][N:15](C(OC(C)(C)C)=O)[CH2:14]3)[CH:12]=2)[N:5]2[CH:27]=[CH:28][N:29]=[C:4]2[CH:3]=1.Cl. (4) Given the product [CH3:39][C:35]1[N:34]=[C:33]([C:14]#[C:13][C:15]23[CH2:22][C:19]([NH:23][C:24]([C:26]4[CH:31]=[N:30][CH:29]=[CH:28][N:27]=4)=[O:25])([CH2:20][CH2:21]2)[CH2:18][CH2:17][CH2:16]3)[CH:38]=[CH:37][CH:36]=1, predict the reactants needed to synthesize it. The reactants are: C1(C(O)=O)CCCC(C(O)=O)C1.[C:13]([C:15]12[CH2:22][C:19]([NH:23][C:24]([C:26]3[CH:31]=[N:30][CH:29]=[CH:28][N:27]=3)=[O:25])([CH2:20][CH2:21]1)[CH2:18][CH2:17][CH2:16]2)#[CH:14].Br[C:33]1[CH:38]=[CH:37][CH:36]=[C:35]([CH3:39])[N:34]=1.